Predict the reactants needed to synthesize the given product. From a dataset of Full USPTO retrosynthesis dataset with 1.9M reactions from patents (1976-2016). (1) Given the product [S:35]([OH:38])(=[O:37])(=[O:36])[CH3:34].[CH3:1][NH:2][C:3]([C:5]1[CH:10]=[C:9]([O:11][C:12]2[CH:17]=[CH:16][C:15]([NH:18][C:19]([NH:21][C:22]3[CH:27]=[CH:26][C:25]([Cl:28])=[C:24]([C:29]([F:32])([F:31])[F:30])[CH:23]=3)=[O:20])=[C:14]([F:33])[CH:13]=2)[CH:8]=[CH:7][N:6]=1)=[O:4], predict the reactants needed to synthesize it. The reactants are: [CH3:1][NH:2][C:3]([C:5]1[CH:10]=[C:9]([O:11][C:12]2[CH:17]=[CH:16][C:15]([NH:18][C:19]([NH:21][C:22]3[CH:27]=[CH:26][C:25]([Cl:28])=[C:24]([C:29]([F:32])([F:31])[F:30])[CH:23]=3)=[O:20])=[C:14]([F:33])[CH:13]=2)[CH:8]=[CH:7][N:6]=1)=[O:4].[CH3:34][S:35]([OH:38])(=[O:37])=[O:36]. (2) Given the product [F:22][C:23]([F:37])([F:38])[C:24]1[CH:25]=[C:26]([C:7]2[CH2:12][CH2:11][N:10]([C:13]([O:15][C:16]([CH3:17])([CH3:18])[CH3:19])=[O:14])[CH2:9][CH:8]=2)[CH:27]=[C:28]([C:30]([F:31])([F:32])[F:33])[CH:29]=1, predict the reactants needed to synthesize it. The reactants are: FC(F)(F)S(O[C:7]1[CH2:12][CH2:11][N:10]([C:13]([O:15][C:16]([CH3:19])([CH3:18])[CH3:17])=[O:14])[CH2:9][CH:8]=1)(=O)=O.[F:22][C:23]([F:38])([F:37])[C:24]1[CH:25]=[C:26](B(O)O)[CH:27]=[C:28]([C:30]([F:33])([F:32])[F:31])[CH:29]=1.C([O-])([O-])=O.[Na+].[Na+]. (3) Given the product [Cl:48][C:49]1[C:54]([Cl:55])=[CH:53][CH:52]=[CH:51][C:50]=1[NH:56][C:57](=[O:58])[NH:24][C:25]1[N:29]([C:30]2[CH:31]=[C:32]([CH:36]([CH3:42])[C:37]([OH:39])=[O:38])[CH:33]=[CH:34][CH:35]=2)[N:28]=[C:27]([C:43]2[S:44][CH:45]=[CH:46][CH:47]=2)[CH:26]=1, predict the reactants needed to synthesize it. The reactants are: NC1N(C2C=C(CC(OCC)=O)C=CC=2)N=C(C2SC=CC=2)C=1.[NH2:24][C:25]1[N:29]([C:30]2[CH:31]=[C:32]([CH:36]([CH3:42])[C:37]([O:39]CC)=[O:38])[CH:33]=[CH:34][CH:35]=2)[N:28]=[C:27]([C:43]2[S:44][CH:45]=[CH:46][CH:47]=2)[CH:26]=1.[Cl:48][C:49]1[C:54]([Cl:55])=[CH:53][CH:52]=[CH:51][C:50]=1[N:56]=[C:57]=[O:58]. (4) Given the product [CH2:3]([CH:7]1[CH2:17][CH2:16][CH2:15][CH2:14][CH2:13][CH2:12][C:11]2=[CH:18][C:8]1=[CH:9][NH:10]2)[CH2:4][CH2:5][CH3:6], predict the reactants needed to synthesize it. The reactants are: [H-].[K+].[CH2:3]([CH:7]1[CH2:17][CH2:16][CH2:15][CH2:14][CH2:13][CH2:12][CH:11]2[CH:18]=[C:8]1[CH2:9][N:10]2S(C1C(C)=CC=CC=1)(=O)=O)[CH2:4][CH2:5][CH3:6].O. (5) Given the product [CH:1]1([NH:4][CH2:22][C:21]2[CH:24]=[CH:25][N:26]=[CH:27][C:20]=2[N:7]2[CH2:8][CH2:9][C:10]3[C:15](=[CH:14][C:13]([C:16]([F:19])([F:18])[F:17])=[CH:12][CH:11]=3)[C:6]2=[O:5])[CH2:3][CH2:2]1, predict the reactants needed to synthesize it. The reactants are: [CH:1]1([NH2:4])[CH2:3][CH2:2]1.[O:5]=[C:6]1[C:15]2[C:10](=[CH:11][CH:12]=[C:13]([C:16]([F:19])([F:18])[F:17])[CH:14]=2)[CH2:9][CH2:8][N:7]1[C:20]1[CH:27]=[N:26][CH:25]=[CH:24][C:21]=1[CH:22]=O.CO.C([O-])(O)=O.[Na+].